Predict the reaction yield, written as a fraction of the theoretical maximum amount of product (1.0 means a 100% yield; for example, 0.34 means a 34% yield). From a dataset of Reaction yield outcomes from USPTO patents with 853,638 reactions. (1) The reactants are [NH2:1][C:2]1[N:7]=[C:6]([Cl:8])[C:5]([C:9]#[N:10])=[C:4]([S:11][CH3:12])[N:3]=1.C1(C2[O:21]N2S(C2C=CC=CC=2)(=O)=O)C=CC=CC=1. The catalyst is ClCCl.CN(C=O)C. The product is [NH2:1][C:2]1[N:7]=[C:6]([Cl:8])[C:5]([C:9]#[N:10])=[C:4]([S:11]([CH3:12])=[O:21])[N:3]=1. The yield is 0.690. (2) The reactants are [Cl:1][C:2]1[CH:3]=[CH:4][C:5]([CH3:11])=[C:6]([N:8]=[C:9]=[S:10])[CH:7]=1.[NH2:12][C:13]1[S:14][C:15]([CH3:19])=[C:16]([CH3:18])[N:17]=1. No catalyst specified. The product is [Cl:1][C:2]1[CH:3]=[CH:4][C:5]([CH3:11])=[C:6]([NH:8][C:9]([NH:12][C:13]2[S:14][C:15]([CH3:19])=[C:16]([CH3:18])[N:17]=2)=[S:10])[CH:7]=1. The yield is 0.310.